From a dataset of Catalyst prediction with 721,799 reactions and 888 catalyst types from USPTO. Predict which catalyst facilitates the given reaction. (1) Reactant: [N:1]([CH2:4][CH2:5][C:6]1([C:11]([NH:13][C@@H:14]([CH2:18][C:19]2[CH:24]=[CH:23][C:22]([NH:25][C:26](=[O:35])[C:27]3[C:32]([Cl:33])=[CH:31][CH:30]=[CH:29][C:28]=3[Cl:34])=[CH:21][CH:20]=2)[C:15]([OH:17])=[O:16])=[O:12])[CH2:10][CH2:9][CH2:8][CH2:7]1)=[N+:2]=[N-:3].FC(F)(F)C(OC(=O)C(F)(F)F)=O.[C:49](O)([CH3:52])([CH3:51])[CH3:50]. Product: [C:49]([O:16][C:15](=[O:17])[C@@H:14]([NH:13][C:11]([C:6]1([CH2:5][CH2:4][N:1]=[N+:2]=[N-:3])[CH2:10][CH2:9][CH2:8][CH2:7]1)=[O:12])[CH2:18][C:19]1[CH:20]=[CH:21][C:22]([NH:25][C:26](=[O:35])[C:27]2[C:28]([Cl:34])=[CH:29][CH:30]=[CH:31][C:32]=2[Cl:33])=[CH:23][CH:24]=1)([CH3:52])([CH3:51])[CH3:50]. The catalyst class is: 2. (2) Reactant: [N:1]1[CH:6]=[CH:5][C:4]([NH2:7])=[CH:3][CH:2]=1.[CH3:8][S:9][C:10](SC)=[CH:11][C:12]#[N:13].[H-].[Na+]. Product: [CH3:8][S:9][C:10]([NH:7][C:4]1[CH:5]=[CH:6][N:1]=[CH:2][CH:3]=1)=[CH:11][C:12]#[N:13]. The catalyst class is: 3. (3) Reactant: [C:1]([OH:10])(=[O:9])/[CH:2]=[CH:3]\[CH:4]=[CH:5]/[C:6]([OH:8])=[O:7].[OH-].[Na+].C. Product: [C:1]([OH:10])(=[O:9])/[CH:2]=[CH:3]/[CH:4]=[CH:5]/[C:6]([OH:8])=[O:7]. The catalyst class is: 6. (4) Reactant: [C:1]([C:3]1[N:7]2[N:8]=[CH:9][CH:10]=[CH:11][C:6]2=[N:5][CH:4]=1)#[CH:2].[CH:12]1([C:15]2[CH:16]=[C:17]([NH:29][C:30](=[O:39])[C:31]3[CH:36]=[CH:35][C:34]([CH3:37])=[C:33](I)[CH:32]=3)[CH:18]=[CH:19][C:20]=2[CH2:21][N:22]2[CH2:27][CH2:26][N:25]([CH3:28])[CH2:24][CH2:23]2)[CH2:14][CH2:13]1. Product: [CH:12]1([C:15]2[CH:16]=[C:17]([NH:29][C:30](=[O:39])[C:31]3[CH:32]=[CH:33][C:34]([CH3:37])=[C:35]([C:2]#[C:1][C:3]4[N:7]5[N:8]=[CH:9][CH:10]=[CH:11][C:6]5=[N:5][CH:4]=4)[CH:36]=3)[CH:18]=[CH:19][C:20]=2[CH2:21][N:22]2[CH2:23][CH2:24][N:25]([CH3:28])[CH2:26][CH2:27]2)[CH2:14][CH2:13]1. The catalyst class is: 5. (5) Reactant: [N:1]1[CH:6]=[CH:5][CH:4]=[CH:3][C:2]=1[NH:7][C:8]1[CH:13]=[CH:12][CH:11]=[CH:10][C:9]=1[NH2:14].[CH3:15][O:16][C:17]1[CH:18]=[C:19]([CH:25]=[CH:26][C:27]=1[O:28][CH3:29])[CH:20]=[CH:21][C:22](Cl)=O.N1C=CC=CC=1N1C2C=CC=CC=2N=C1/C=C/C1C=CC=CC=1.[C:53]([OH:58])(=[O:57])[C:54]([OH:56])=[O:55]. Product: [C:53]([OH:58])(=[O:57])[C:54]([OH:56])=[O:55].[CH3:15][O:16][C:17]1[CH:18]=[C:19]([CH:25]=[CH:26][C:27]=1[O:28][CH3:29])/[CH:20]=[CH:21]/[C:22]1[N:7]([C:2]2[CH:3]=[CH:4][CH:5]=[CH:6][N:1]=2)[C:8]2[CH:13]=[CH:12][CH:11]=[CH:10][C:9]=2[N:14]=1. The catalyst class is: 13.